From a dataset of Full USPTO retrosynthesis dataset with 1.9M reactions from patents (1976-2016). Predict the reactants needed to synthesize the given product. Given the product [CH2:1]([C:3]1[CH:4]=[CH:5][C:6]([C@H:9]2[CH2:14][C@@H:13]([C:15]([F:18])([F:17])[F:16])[N:12]3[N:19]=[CH:20][C:21]([C:22]([NH:64][CH2:63][C:62]4[O:65][C:59]([CH3:58])=[CH:60][CH:61]=4)=[O:24])=[C:11]3[NH:10]2)=[CH:7][CH:8]=1)[CH3:2], predict the reactants needed to synthesize it. The reactants are: [CH2:1]([C:3]1[CH:8]=[CH:7][C:6]([C@H:9]2[CH2:14][C@@H:13]([C:15]([F:18])([F:17])[F:16])[N:12]3[N:19]=[CH:20][C:21]([C:22]([OH:24])=O)=[C:11]3[NH:10]2)=[CH:5][CH:4]=1)[CH3:2].CN(C(ON1N=NC2C=CC=NC1=2)=[N+](C)C)C.F[P-](F)(F)(F)(F)F.C(N(CC)C(C)C)(C)C.[CH3:58][C:59]1[O:65][C:62]([CH2:63][NH2:64])=[CH:61][CH:60]=1.